This data is from Full USPTO retrosynthesis dataset with 1.9M reactions from patents (1976-2016). The task is: Predict the reactants needed to synthesize the given product. (1) The reactants are: C([O:3][C:4]([C:6]1[C:14]2[C:9](=[CH:10][CH:11]=[CH:12][CH:13]=2)[N:8]([CH2:15][CH2:16][CH2:17][O:18][CH3:19])[CH:7]=1)=[O:5])C.[OH-].[Na+]. Given the product [CH3:19][O:18][CH2:17][CH2:16][CH2:15][N:8]1[C:9]2[C:14](=[CH:13][CH:12]=[CH:11][CH:10]=2)[C:6]([C:4]([OH:5])=[O:3])=[CH:7]1, predict the reactants needed to synthesize it. (2) Given the product [CH3:19][CH:20]([S:23]([NH:1][C:2]1[CH:3]=[C:4]([CH:16]=[CH:17][CH:18]=1)[O:5][CH2:6][CH2:7][NH:8][C:9](=[O:15])[O:10][C:11]([CH3:14])([CH3:13])[CH3:12])(=[O:25])=[O:24])[CH2:21][CH3:22], predict the reactants needed to synthesize it. The reactants are: [NH2:1][C:2]1[CH:3]=[C:4]([CH:16]=[CH:17][CH:18]=1)[O:5][CH2:6][CH2:7][NH:8][C:9](=[O:15])[O:10][C:11]([CH3:14])([CH3:13])[CH3:12].[CH3:19][CH:20]([S:23](Cl)(=[O:25])=[O:24])[CH2:21][CH3:22]. (3) Given the product [CH2:10]([O:17][N:18]1[C:24](=[O:25])[N:23]2[CH2:26][C@H:19]1[CH2:20][CH2:21][C@H:22]2[C:27]([NH:29][NH:30][C:41](=[O:42])[CH2:40][CH2:39][NH:38][C:36](=[O:37])[O:35][C:31]([CH3:32])([CH3:33])[CH3:34])=[O:28])[C:11]1[CH:16]=[CH:15][CH:14]=[CH:13][CH:12]=1, predict the reactants needed to synthesize it. The reactants are: CCN(C(C)C)C(C)C.[CH2:10]([O:17][N:18]1[C:24](=[O:25])[N:23]2[CH2:26][C@H:19]1[CH2:20][CH2:21][C@H:22]2[C:27]([NH:29][NH2:30])=[O:28])[C:11]1[CH:16]=[CH:15][CH:14]=[CH:13][CH:12]=1.[C:31]([O:35][C:36]([NH:38][CH2:39][CH2:40][C:41](O)=[O:42])=[O:37])([CH3:34])([CH3:33])[CH3:32].CN(C(ON1N=NC2C=CC=NC1=2)=[N+](C)C)C.F[P-](F)(F)(F)(F)F. (4) Given the product [CH:42]1([C:33]([CH:30]2[CH2:31][CH2:32]2)([C:35]2[CH:40]=[CH:39][CH:38]=[C:37]([S:41][C:2]3[CH:3]=[C:4]4[C:9](=[CH:10][CH:11]=3)[N:8]3[C:12]([C:15]5[CH:20]=[CH:19][CH:18]=[CH:17][CH:16]=5)=[N:13][N:14]=[C:7]3[CH:6]=[CH:5]4)[CH:36]=2)[OH:34])[CH2:44][CH2:43]1, predict the reactants needed to synthesize it. The reactants are: I[C:2]1[CH:3]=[C:4]2[C:9](=[CH:10][CH:11]=1)[N:8]1[C:12]([C:15]3[CH:20]=[CH:19][CH:18]=[CH:17][CH:16]=3)=[N:13][N:14]=[C:7]1[CH:6]=[CH:5]2.CCN(C(C)C)C(C)C.[CH:30]1([C:33]([CH:42]2[CH2:44][CH2:43]2)([C:35]2[CH:40]=[CH:39][CH:38]=[C:37]([SH:41])[CH:36]=2)[OH:34])[CH2:32][CH2:31]1.C1(P(C2C=CC=CC=2)C2C3OC4C(=CC=CC=4P(C4C=CC=CC=4)C4C=CC=CC=4)C(C)(C)C=3C=CC=2)C=CC=CC=1. (5) Given the product [F:27][CH:28]([F:33])[S:29]([N:9]1[C:10]2[C:6](=[CH:5][CH:4]=[CH:3][C:2]=2[F:1])[CH:7]([C:12]2[N:17]=[C:16]([O:18][CH3:19])[N:15]=[C:14]([CH3:20])[N:13]=2)[C:8]1=[O:11])(=[O:31])=[O:30], predict the reactants needed to synthesize it. The reactants are: [F:1][C:2]1[CH:3]=[CH:4][CH:5]=[C:6]2[C:10]=1[NH:9][C:8](=[O:11])[CH:7]2[C:12]1[N:17]=[C:16]([O:18][CH3:19])[N:15]=[C:14]([CH3:20])[N:13]=1.CN1C=CN=C1.[F:27][CH:28]([F:33])[S:29](Cl)(=[O:31])=[O:30].O. (6) Given the product [F:24][C:19]1[CH:20]=[CH:21][CH:22]=[CH:23][C:18]=1[C:4]1[CH:3]=[N:2][O:6][C:5]=1[C:7]1[C:15]2[CH:14]=[CH:13][N:12]([CH3:16])[C:11](=[O:17])[C:10]=2[NH:9][CH:8]=1, predict the reactants needed to synthesize it. The reactants are: C[N:2](C)[CH:3]=[C:4]([C:18]1[CH:23]=[CH:22][CH:21]=[CH:20][C:19]=1[F:24])[C:5]([C:7]1[C:15]2[CH:14]=[CH:13][N:12]([CH3:16])[C:11](=[O:17])[C:10]=2[NH:9][CH:8]=1)=[O:6].C(=O)([O-])O.[Na+].Cl.NO.C1(C)C=CC(S(O)(=O)=O)=CC=1. (7) Given the product [Br:35][CH2:13][C:11]1[S:12][C:8]([C:3]2[CH:4]=[CH:5][CH:6]=[CH:7][C:2]=2[Cl:1])=[CH:9][CH:10]=1, predict the reactants needed to synthesize it. The reactants are: [Cl:1][C:2]1[CH:7]=[CH:6][CH:5]=[CH:4][C:3]=1[C:8]1[S:12][C:11]([CH2:13]O)=[CH:10][CH:9]=1.C1(P(C2C=CC=CC=2)C2C=CC=CC=2)C=CC=CC=1.C(Br)(Br)(Br)[Br:35].